This data is from Forward reaction prediction with 1.9M reactions from USPTO patents (1976-2016). The task is: Predict the product of the given reaction. (1) The product is: [CH3:31][N:29]([CH3:30])[CH2:28][CH:27]([NH:32][C:16]([C:12]1[S:13][CH:14]=[CH:15][C:11]=1[NH:10][C:9]1[CH:8]=[CH:7][N:6]=[C:5]2[NH:1][CH:2]=[CH:3][C:4]=12)=[O:17])[C:22]1[CH:23]=[CH:24][CH:25]=[CH:26][C:21]=1[O:20][CH3:19]. Given the reactants [NH:1]1[C:5]2=[N:6][CH:7]=[CH:8][C:9]([NH:10][C:11]3[CH:15]=[CH:14][S:13][C:12]=3[C:16](Cl)=[O:17])=[C:4]2[CH:3]=[CH:2]1.[CH3:19][O:20][C:21]1[CH:26]=[CH:25][CH:24]=[CH:23][C:22]=1[CH:27]([NH2:32])[CH2:28][N:29]([CH3:31])[CH3:30].C(N(C(C)C)CC)(C)C, predict the reaction product. (2) Given the reactants [C:1]12(NC(=O)OC(C)(C)C)[CH2:7][CH:4]([CH2:5][CH2:6]1)CC2.F[C:17](F)(F)[C:18](O)=O.C([N:25](CC)CC)C.C([N:38]=[C:39]=[S:40])(=O)C1C=CC=CC=1.C(=O)([O-])[O-].[K+].[K+], predict the reaction product. The product is: [C:17]12([NH:38][C:39]([NH2:25])=[S:40])[CH2:18][CH:1]([CH2:6][CH2:5]1)[CH2:7][CH2:4]2.